The task is: Predict the product of the given reaction.. This data is from Forward reaction prediction with 1.9M reactions from USPTO patents (1976-2016). Given the reactants C(O[C:4](=[O:36])[CH2:5][N:6]1[CH:10]([CH2:11][OH:12])[C:9]2[CH:13]=[C:14]([C:17]3[C:25]4[C:20](=[CH:21][C:22]([F:26])=[CH:23][CH:24]=4)[N:19](C(OC(C)(C)C)=O)[CH:18]=3)[CH:15]=[CH:16][C:8]=2[S:7]1(=[O:35])=[O:34])C.[CH3:37][NH2:38].CCO, predict the reaction product. The product is: [F:26][C:22]1[CH:21]=[C:20]2[C:25]([C:17]([C:14]3[CH:15]=[CH:16][C:8]4[S:7](=[O:35])(=[O:34])[N:6]([CH2:5][C:4]([NH:38][CH3:37])=[O:36])[CH:10]([CH2:11][OH:12])[C:9]=4[CH:13]=3)=[CH:18][NH:19]2)=[CH:24][CH:23]=1.